Dataset: Reaction yield outcomes from USPTO patents with 853,638 reactions. Task: Predict the reaction yield, written as a fraction of the theoretical maximum amount of product (1.0 means a 100% yield; for example, 0.34 means a 34% yield). (1) The reactants are [N:1]1[CH:6]=[CH:5][CH:4]=[CH:3][C:2]=1C.[Cl:8][CH2:9][CH2:10][OH:11].[C:12](#N)C. No catalyst specified. The product is [Cl-:8].[OH:11][CH2:10][CH2:9][N+:1]1[CH:2]=[CH:3][C:4]([CH3:12])=[CH:5][CH:6]=1. The yield is 0.870. (2) The reactants are [F:1][C:2]1[CH:3]=[N:4][C:5]([NH:8][C:9]2[C:10](C)=[N:11][CH:12]=[CH:13][C:14]=2N)=[N:6][CH:7]=1.[CH3:17][C:18](O)=O.[N:21](OC(C)(C)C)=O. The catalyst is C1COCC1. The product is [F:1][C:2]1[CH:7]=[N:6][C:5]([N:8]2[C:9]3[CH:14]=[CH:13][N:21]=[C:18]([CH3:17])[C:10]=3[N:11]=[CH:12]2)=[N:4][CH:3]=1. The yield is 0.770.